Dataset: Experimentally validated miRNA-target interactions with 360,000+ pairs, plus equal number of negative samples. Task: Binary Classification. Given a miRNA mature sequence and a target amino acid sequence, predict their likelihood of interaction. (1) The miRNA is hsa-miR-656-3p with sequence AAUAUUAUACAGUCAACCUCU. The protein sequence of the target gene is MAPDPWFSTYDSTCQIAQEIAEKIQERNQCERRGEKTPKLTLTIRTLLKNLKVKIDLLKDLLLRAVSTRQITQLEGDRRQNLLDDLVTRERLLLASFKNEGAEPDLIRSSLMSEEAKRGTPNPWLCEEPEETRGLGFDEIRQQQQKIIQEQDAGLDALSSIISRQKQMGQEIGNELDEQNEIIDDLANLVENTDEKLRTEARRVTLVDRKSTSCGMIMVILLLLVAIVVVAVWPTN. Result: 0 (no interaction). (2) The miRNA is hsa-miR-6879-3p with sequence UGUCACCCGCUCCUUGCCCAG. The protein sequence of the target gene is MLTDLFYSTFGCLYSPTSTMDVMGTARRKTVVRLNVYDMYWLNDYASNIGVGIFHSGIEVFGVEYAYGGHPYQFSGVFENSPQDAEELGETFKFKESIVVGETERSTSDIRKLIKSLGEDFRGDRYHLISRNCNHFSAVLARELTGKDIPGWINRLANLSGSIPFLEKCIPQEWLTPIVLQASVDEKKRGSVDSAEEATEKLVVRSLNDSRTTILDNRTANGAIIMSASSSNSDRICMSPSSSSSASSCDTLDYDDLIVQTPSTFSSEKKSRSNSPPIFRIWNTIKATINGTQQTAPTGA.... Result: 0 (no interaction). (3) The miRNA is hsa-miR-6757-3p with sequence AACACUGGCCUUGCUAUCCCCA. The protein sequence of the target gene is MRVGAEYQARIPEFDPGATKYTDKDNGGMLVWSPYHSIPDAKLDEYIAIAKEKHGYNVEQALGMLFWHKHNIEKSLADLPNFTPFPDEWTVEDKVLFEQAFSFHGKSFHRIQQMLPDKTIASLVKYYYSWKKTRSRTSLMDRQARKLANRHNQGDSDDDVEETHPMDGNDSDYDPKKEAKKEGNTEQPVQTSKIGLGRREYQSLQHRHHSQRSKCRPPKGMYLTQEDVVAVSCSPNAANTILRQLDMELISLKRQVQNAKQVNSALKQKMEGGIEEFKPPESNQKINARWTTEEQLLAVQ.... Result: 0 (no interaction).